Dataset: Peptide-MHC class II binding affinity with 134,281 pairs from IEDB. Task: Regression. Given a peptide amino acid sequence and an MHC pseudo amino acid sequence, predict their binding affinity value. This is MHC class II binding data. The peptide sequence is RLSIRESNSEAIADK. The binding affinity (normalized) is 0.735. The MHC is DRB1_0101 with pseudo-sequence DRB1_0101.